This data is from Tox21: 12 toxicity assays (nuclear receptors and stress response pathways). The task is: Binary classification across 12 toxicity assays. The drug is Cc1cc(Cc2cc(C)cc(C(C)(C)C)c2O)c(O)c(C(C)(C)C)c1. It tested positive (active) for: SR-HSE (Heat Shock Element response), and SR-MMP (Mitochondrial Membrane Potential disruption).